This data is from Full USPTO retrosynthesis dataset with 1.9M reactions from patents (1976-2016). The task is: Predict the reactants needed to synthesize the given product. (1) Given the product [Cl:1][C:2]1[CH:3]=[C:4]([C@@H:8]2[C@@H:13]([C:14]3[CH:19]=[CH:18][C:17]([Cl:20])=[CH:16][CH:15]=3)[N:12]([CH2:21][CH:22]([CH3:24])[CH3:23])[C:11](=[O:25])[C@@H:10]([CH2:26][C:27]([OH:29])=[O:28])[O:9]2)[CH:5]=[CH:6][CH:7]=1, predict the reactants needed to synthesize it. The reactants are: [Cl:1][C:2]1[CH:3]=[C:4]([C@@H:8]2[C@@H:13]([C:14]3[CH:19]=[CH:18][C:17]([Cl:20])=[CH:16][CH:15]=3)[N:12]([CH2:21][CH:22]([CH3:24])[CH3:23])[C:11](=[O:25])[C@@H:10]([CH2:26][C:27]([O:29]C)=[O:28])[O:9]2)[CH:5]=[CH:6][CH:7]=1.[OH-].[Li+].Cl. (2) The reactants are: Br[C:2]1[CH:7]=[CH:6][C:5]([C:8]([N:10]2[CH2:15][CH2:14][N:13]([C:16]3[CH:21]=[CH:20][C:19]([CH3:22])=[CH:18][C:17]=3[CH3:23])[CH2:12][CH2:11]2)=[O:9])=[C:4]([S:24]([CH3:27])(=[O:26])=[O:25])[CH:3]=1.[C:28]1([C@@H:34]2[CH2:38][O:37][C:36](=[O:39])[NH:35]2)[CH:33]=[CH:32][CH:31]=[CH:30][CH:29]=1. Given the product [CH3:23][C:17]1[CH:18]=[C:19]([CH3:22])[CH:20]=[CH:21][C:16]=1[N:13]1[CH2:14][CH2:15][N:10]([C:8]([C:5]2[CH:6]=[CH:7][C:2]([N:35]3[C@H:34]([C:28]4[CH:33]=[CH:32][CH:31]=[CH:30][CH:29]=4)[CH2:38][O:37][C:36]3=[O:39])=[CH:3][C:4]=2[S:24]([CH3:27])(=[O:26])=[O:25])=[O:9])[CH2:11][CH2:12]1, predict the reactants needed to synthesize it. (3) The reactants are: [Cl:1][C:2]1[CH:3]=[C:4]([NH2:20])[C:5]([NH2:19])=[CH:6][C:7]=1[C:8]1[CH:13]=[CH:12][C:11]([Cl:14])=[CH:10][C:9]=1[C:15]([F:18])([F:17])[F:16].[F:21][C:22]([F:30])([F:29])[C:23]([F:28])([F:27])[C:24](O)=O. Given the product [Cl:1][C:2]1[C:7]([C:8]2[CH:13]=[CH:12][C:11]([Cl:14])=[CH:10][C:9]=2[C:15]([F:17])([F:18])[F:16])=[CH:6][C:5]2[NH:19][C:24]([C:23]([F:28])([F:27])[C:22]([F:30])([F:29])[F:21])=[N:20][C:4]=2[CH:3]=1, predict the reactants needed to synthesize it. (4) Given the product [Cl:1][C:2]1[CH:3]=[CH:4][C:5]([C:8]([CH3:15])([CH3:16])[CH2:9][C:10]([O:12][CH2:13][CH3:14])=[O:11])=[CH:6][C:7]=1[N+:23]([O-:24])=[O:22], predict the reactants needed to synthesize it. The reactants are: [Cl:1][C:2]1[CH:7]=[CH:6][C:5]([C:8]([CH3:16])([CH3:15])[CH2:9][C:10]([O:12][CH2:13][CH3:14])=[O:11])=[CH:4][CH:3]=1.F[B-](F)(F)F.[O:22]=[N+:23]=[O:24].O. (5) Given the product [CH3:1][C@H:2]1[NH:7][CH2:6][C@@H:5]([CH2:15][OH:16])[O:4][CH2:3]1, predict the reactants needed to synthesize it. The reactants are: [CH3:1][C@H:2]1[N:7](CC2C=CC=CC=2)[CH2:6][C@@H:5]([CH2:15][OH:16])[O:4][CH2:3]1.Cl. (6) Given the product [Cl:1][C:2]([F:34])([F:35])[O:3][C:4]1[C:5]([F:33])=[C:6]([F:32])[CH:7]=[C:8]2[C:13]=1[N:12]([C:14]1[CH:19]=[CH:18][C:17]([CH2:20][N:21]([CH2:22][CH3:23])[CH3:25])=[CH:16][CH:15]=1)[CH:11]=[C:10]([C:26]([O:28][CH2:29][CH3:30])=[O:27])[C:9]2=[O:31], predict the reactants needed to synthesize it. The reactants are: [Cl:1][C:2]([F:35])([F:34])[O:3][C:4]1[C:5]([F:33])=[C:6]([F:32])[CH:7]=[C:8]2[C:13]=1[N:12]([C:14]1[CH:19]=[CH:18][C:17]([CH2:20][N:21]3[CH2:25]C[CH2:23][CH2:22]3)=[CH:16][CH:15]=1)[CH:11]=[C:10]([C:26]([O:28][CH2:29][CH3:30])=[O:27])[C:9]2=[O:31].C(N(CC1C=CC(N)=CC=1)C)C. (7) Given the product [CH3:11][C:12]1[CH:17]=[C:16]([N+:18]([O-:20])=[O:19])[CH:15]=[CH:14][C:13]=1[CH:5]([C:3]#[N:4])[C:6]([O:8][CH2:9][CH3:10])=[O:7], predict the reactants needed to synthesize it. The reactants are: [H-].[Na+].[C:3]([CH2:5][C:6]([O:8][CH2:9][CH3:10])=[O:7])#[N:4].[CH3:11][C:12]1[CH:17]=[C:16]([N+:18]([O-:20])=[O:19])[CH:15]=[CH:14][C:13]=1F.Cl. (8) Given the product [C:56]([C:55]1[CH:54]=[C:53]([C:58]2[O:62][N:61]=[C:60]([C:63]3[CH:73]=[CH:72][C:66]4[CH2:67][CH2:68][N:11]([C:10](=[O:20])[CH2:9][NH:8][C:1](=[O:2])[O:3][C:4]([CH3:7])([CH3:6])[CH3:5])[CH2:70][CH2:71][C:65]=4[CH:64]=3)[N:59]=2)[CH:52]=[N:51][C:50]=1[NH:49][CH:47]([CH3:48])[CH3:46])#[N:57], predict the reactants needed to synthesize it. The reactants are: [C:1]([NH:8][C:9](=O)[CH2:10][NH2:11])([O:3][C:4]([CH3:7])([CH3:6])[CH3:5])=[O:2].CN(C([O:20]N1N=NC2C=CC=NC1=2)=[N+](C)C)C.F[P-](F)(F)(F)(F)F.CCN(C(C)C)C(C)C.[CH3:46][CH:47]([NH:49][C:50]1[C:55]([C:56]#[N:57])=[CH:54][C:53]([C:58]2[O:62][N:61]=[C:60]([C:63]3[CH:73]=[CH:72][C:66]4[CH2:67][CH2:68]N[CH2:70][CH2:71][C:65]=4[CH:64]=3)[N:59]=2)=[CH:52][N:51]=1)[CH3:48].